From a dataset of Forward reaction prediction with 1.9M reactions from USPTO patents (1976-2016). Predict the product of the given reaction. (1) Given the reactants [CH3:1][C:2]1[N:11]([C:12]2[CH:17]=[CH:16][C:15]([O:18][CH:19]3[CH2:24][CH2:23][NH:22][CH2:21][CH2:20]3)=[CH:14][CH:13]=2)[C:10](=[O:25])[C:9]2[C:4](=[CH:5][CH:6]=[CH:7][CH:8]=2)[N:3]=1.[C:26]1(=O)[CH2:29][CH2:28][CH2:27]1, predict the reaction product. The product is: [CH:26]1([N:22]2[CH2:23][CH2:24][CH:19]([O:18][C:15]3[CH:14]=[CH:13][C:12]([N:11]4[C:10](=[O:25])[C:9]5[C:4](=[CH:5][CH:6]=[CH:7][CH:8]=5)[N:3]=[C:2]4[CH3:1])=[CH:17][CH:16]=3)[CH2:20][CH2:21]2)[CH2:29][CH2:28][CH2:27]1. (2) Given the reactants [Al+3].[Cl-].[Cl-].[Cl-].[CH:5]1[C:17]2[CH2:16][C:15]3[C:10](=[CH:11][CH:12]=[CH:13][CH:14]=3)[C:9]=2[C:8]([C:18]([OH:20])=[O:19])=[CH:7][CH:6]=1.[C:21]1(=[O:27])[O:26][C:24](=[O:25])[CH2:23][CH2:22]1.Cl, predict the reaction product. The product is: [C:24]([CH2:23][CH2:22][C:21]([C:13]1[CH:14]=[C:15]2[C:10]([C:9]3[C:8]([C:18]([OH:20])=[O:19])=[CH:7][CH:6]=[CH:5][C:17]=3[CH2:16]2)=[CH:11][CH:12]=1)=[O:27])([OH:26])=[O:25]. (3) Given the reactants [CH2:1]([NH:3][C:4]([N:6]1[CH2:11][CH2:10][CH2:9][C:8]2[S:12][C:13]([C:15]3[CH:20]=[CH:19][C:18]([O:21][CH2:22][CH2:23][CH2:24][N:25]4[CH2:29][CH2:28][CH2:27][CH:26]4[CH3:30])=[CH:17][CH:16]=3)=[N:14][C:7]1=2)=[O:5])[CH3:2].[C:31]([OH:40])(=[O:39])[CH:32]([CH:34]([C:36]([OH:38])=[O:37])[OH:35])[OH:33], predict the reaction product. The product is: [C:36]([C@@H:34]([C@H:32]([C:31]([OH:40])=[O:39])[OH:33])[OH:35])([OH:38])=[O:37].[CH2:1]([NH:3][C:4]([N:6]1[CH2:11][CH2:10][CH2:9][C:8]2[S:12][C:13]([C:15]3[CH:20]=[CH:19][C:18]([O:21][CH2:22][CH2:23][CH2:24][N:25]4[CH2:29][CH2:28][CH2:27][CH:26]4[CH3:30])=[CH:17][CH:16]=3)=[N:14][C:7]1=2)=[O:5])[CH3:2]. (4) Given the reactants [C:1](O)(=O)[C:2]([OH:4])=[O:3].[CH3:7][N:8]([CH2:13][C:14]1[CH:15]=[C:16]([C:20]2[CH:25]=[CH:24][C:23]([N:26]3[CH2:31][CH2:30][O:29][CH2:28][CH2:27]3)=[CH:22][CH:21]=2)[CH:17]=[CH:18][CH:19]=1)[C:9](=[O:12])[CH2:10][NH2:11].C(=O)([O-])[OH:33].[Na+], predict the reaction product. The product is: [C:30]([OH:33])(=[O:29])[CH2:31][CH2:1][C:2]([OH:4])=[O:3].[CH3:7][N:8]([CH2:13][C:14]1[CH:15]=[C:16]([C:20]2[CH:25]=[CH:24][C:23]([N:26]3[CH2:31][CH2:30][O:29][CH2:28][CH2:27]3)=[CH:22][CH:21]=2)[CH:17]=[CH:18][CH:19]=1)[C:9](=[O:12])[CH2:10][NH2:11].[CH3:7][N:8]([CH2:13][C:14]1[CH:15]=[C:16]([C:20]2[CH:25]=[CH:24][C:23]([N:26]3[CH2:31][CH2:30][O:29][CH2:28][CH2:27]3)=[CH:22][CH:21]=2)[CH:17]=[CH:18][CH:19]=1)[C:9](=[O:12])[CH2:10][NH2:11]. (5) Given the reactants C(C(CC)=CCCC(C(O)=O)C(O)=O)C.[CH3:16][C:17]([CH2:28][CH:29]=[CH2:30])([C:23](OCC)=[O:24])[C:18](OCC)=[O:19].[H-].[Al+3].[Li+].[H-].[H-].[H-].O.[OH-].[Na+], predict the reaction product. The product is: [CH3:16][C:17]([CH2:28][CH:29]=[CH2:30])([CH2:23][OH:24])[CH2:18][OH:19]. (6) Given the reactants [CH2:1]([N:3]1[C:11]2[C:6](=[N:7][CH:8]=[CH:9][CH:10]=2)[C:5]([C:12]2[CH:17]=[CH:16][C:15]([O:18][C:19]3[N:27](COCC[Si](C)(C)C)[C:22]4=[N:23][CH:24]=[CH:25][CH:26]=[C:21]4[N:20]=3)=[CH:14][CH:13]=2)=[N:4]1)[CH3:2].CCCC[N+](CCCC)(CCCC)CCCC.[F-].O, predict the reaction product. The product is: [CH2:1]([N:3]1[C:11]2[C:6](=[N:7][CH:8]=[CH:9][CH:10]=2)[C:5]([C:12]2[CH:17]=[CH:16][C:15]([O:18][C:19]3[NH:27][C:22]4=[N:23][CH:24]=[CH:25][CH:26]=[C:21]4[N:20]=3)=[CH:14][CH:13]=2)=[N:4]1)[CH3:2]. (7) Given the reactants C1(P(C2C=CC=CC=2)C2C=CC3C(=CC=CC=3)C=2C2C3C(=CC=CC=3)C=CC=2P(C2C=CC=CC=2)C2C=CC=CC=2)C=CC=CC=1.C(=O)([O-])[O-].[Cs+].[Cs+].Cl.[CH3:54][O:55][C:56](=[O:66])[CH2:57][CH2:58][CH2:59][CH:60]1[CH2:65][CH2:64][NH:63][CH2:62][CH2:61]1.Br[C:68]1[CH:73]=[CH:72][C:71]([C:74]([CH3:77])([CH3:76])[CH3:75])=[CH:70][CH:69]=1, predict the reaction product. The product is: [CH3:54][O:55][C:56](=[O:66])[CH2:57][CH2:58][CH2:59][CH:60]1[CH2:65][CH2:64][N:63]([C:68]2[CH:73]=[CH:72][C:71]([C:74]([CH3:77])([CH3:76])[CH3:75])=[CH:70][CH:69]=2)[CH2:62][CH2:61]1.